Dataset: Reaction yield outcomes from USPTO patents with 853,638 reactions. Task: Predict the reaction yield, written as a fraction of the theoretical maximum amount of product (1.0 means a 100% yield; for example, 0.34 means a 34% yield). (1) The reactants are [OH-:1].[Na+].[NH2:3]O.C[O:6][C:7]([C:9]1[CH:17]=[C:16]2[C:12]([CH:13]=[CH:14][N:15]2[CH2:18][C:19]2[CH:24]=[CH:23][C:22]([O:25][CH3:26])=[CH:21][CH:20]=2)=[CH:11][CH:10]=1)=O. The catalyst is C1COCC1.CO.O. The product is [OH:1][NH:3][C:7]([C:9]1[CH:17]=[C:16]2[C:12]([CH:13]=[CH:14][N:15]2[CH2:18][C:19]2[CH:24]=[CH:23][C:22]([O:25][CH3:26])=[CH:21][CH:20]=2)=[CH:11][CH:10]=1)=[O:6]. The yield is 0.840. (2) The reactants are [N+:1]([C:4]1[CH:9]=[CH:8][C:7]([C:10]2[O:11][CH2:12][CH:13]([C:15]([O:17][CH3:18])=[O:16])[N:14]=2)=[CH:6][CH:5]=1)([O-:3])=[O:2].BrN1C(=O)CCC1=O.C(OCC)(=O)C.ClCCl. The catalyst is C1C=CC=CC=1. The product is [N+:1]([C:4]1[CH:5]=[CH:6][C:7]([C:10]2[O:11][CH:12]=[C:13]([C:15]([O:17][CH3:18])=[O:16])[N:14]=2)=[CH:8][CH:9]=1)([O-:3])=[O:2]. The yield is 0.670.